Dataset: Full USPTO retrosynthesis dataset with 1.9M reactions from patents (1976-2016). Task: Predict the reactants needed to synthesize the given product. Given the product [CH2:11]([C:9]1[CH:10]=[C:2]([CH3:1])[C:3]([CH2:13][C:14]2[NH:18][C:17]3[CH:19]=[CH:20][C:21]([C:23]#[N:24])=[CH:22][C:16]=3[N:15]=2)=[C:4]2[C:8]=1[NH:7][CH:6]=[CH:5]2)[CH3:12], predict the reactants needed to synthesize it. The reactants are: [CH3:1][C:2]1[C:3]([CH2:13][C:14]2[NH:18][C:17]3[CH:19]=[CH:20][C:21]([C:23]#[N:24])=[CH:22][C:16]=3[N:15]=2)=[C:4]2[C:8](=[C:9]([CH:11]=[CH2:12])[CH:10]=1)[NH:7][CH:6]=[CH:5]2.